Task: Predict the product of the given reaction.. Dataset: Forward reaction prediction with 1.9M reactions from USPTO patents (1976-2016) (1) Given the reactants [CH:1](NC(C)C)(C)[CH3:2].C([Li])CCC.[CH2:13]([O:20][C:21]([NH:23][C@H:24]1[CH2:29][CH2:28][CH2:27][CH2:26][C@@H:25]1[C:30]([O:32][CH3:33])=[O:31])=[O:22])[C:14]1[CH:19]=[CH:18][CH:17]=[CH:16][CH:15]=1.ICC, predict the reaction product. The product is: [CH2:13]([O:20][C:21]([NH:23][C@H:24]1[CH2:29][CH2:28][CH2:27][CH2:26][C@@:25]1([CH2:1][CH3:2])[C:30]([O:32][CH3:33])=[O:31])=[O:22])[C:14]1[CH:15]=[CH:16][CH:17]=[CH:18][CH:19]=1. (2) The product is: [CH3:1][CH:2]([CH3:23])[C@H:3]([NH:8][C:9]([C:11]1[O:12][C:13]([C:16]2[N:17]=[CH:18][C:19]([O:22][S:26]([C:25]([F:38])([F:37])[F:24])(=[O:28])=[O:27])=[CH:20][CH:21]=2)=[CH:14][CH:15]=1)=[O:10])[C:4](=[O:7])[NH:5][CH3:6]. Given the reactants [CH3:1][CH:2]([CH3:23])[C@H:3]([NH:8][C:9]([C:11]1[O:12][C:13]([C:16]2[CH:21]=[CH:20][C:19]([OH:22])=[CH:18][N:17]=2)=[CH:14][CH:15]=1)=[O:10])[C:4](=[O:7])[NH:5][CH3:6].[F:24][C:25]([F:38])([F:37])[S:26](O[S:26]([C:25]([F:38])([F:37])[F:24])(=[O:28])=[O:27])(=[O:28])=[O:27].O, predict the reaction product. (3) Given the reactants CN(C(ON1N=NC2C=CC=NC1=2)=[N+](C)C)C.F[P-](F)(F)(F)(F)F.[Cl:25][C:26]1[CH:31]=[CH:30][C:29]([N:32]2[CH2:37][CH2:36][NH:35][C@H:34]([CH3:38])[CH2:33]2)=[CH:28][CH:27]=1.[Cl:39][C:40]1[C:41]([C:50]([F:53])([F:52])[F:51])=[N:42][N:43]([CH2:46][C:47](O)=[O:48])[C:44]=1[CH3:45], predict the reaction product. The product is: [Cl:39][C:40]1[C:41]([C:50]([F:52])([F:51])[F:53])=[N:42][N:43]([CH2:46][C:47]([N:35]2[CH2:36][CH2:37][N:32]([C:29]3[CH:28]=[CH:27][C:26]([Cl:25])=[CH:31][CH:30]=3)[CH2:33][C@H:34]2[CH3:38])=[O:48])[C:44]=1[CH3:45].